Dataset: NCI-60 drug combinations with 297,098 pairs across 59 cell lines. Task: Regression. Given two drug SMILES strings and cell line genomic features, predict the synergy score measuring deviation from expected non-interaction effect. Drug 1: CC12CCC3C(C1CCC2OP(=O)(O)O)CCC4=C3C=CC(=C4)OC(=O)N(CCCl)CCCl.[Na+]. Drug 2: N.N.Cl[Pt+2]Cl. Cell line: TK-10. Synergy scores: CSS=15.1, Synergy_ZIP=-5.64, Synergy_Bliss=1.68, Synergy_Loewe=-5.29, Synergy_HSA=1.17.